From a dataset of Catalyst prediction with 721,799 reactions and 888 catalyst types from USPTO. Predict which catalyst facilitates the given reaction. (1) The catalyst class is: 37. Reactant: [Cl:1][C:2]1[CH:19]=[CH:18][C:5]2[N:6]([CH2:9][C:10]3[CH:15]=[CH:14][C:13]([O:16][CH3:17])=[CH:12][CH:11]=3)[N:7]=[N:8][C:4]=2[C:3]=1[OH:20].F[C:22]1[CH:23]=[C:24]([CH:27]=[C:28]([Cl:30])[CH:29]=1)[C:25]#[N:26].C(=O)([O-])[O-].[Cs+].[Cs+]. Product: [Cl:30][C:28]1[CH:27]=[C:24]([CH:23]=[C:22]([O:20][C:3]2[C:4]3[N:8]=[N:7][N:6]([CH2:9][C:10]4[CH:11]=[CH:12][C:13]([O:16][CH3:17])=[CH:14][CH:15]=4)[C:5]=3[CH:18]=[CH:19][C:2]=2[Cl:1])[CH:29]=1)[C:25]#[N:26]. (2) Reactant: [CH2:1]([N:8]1[CH2:12][C@@H:11]([CH2:13][C:14]([F:17])([F:16])[F:15])[C@H:10]([C:18]([O:20][CH2:21][CH3:22])=[O:19])[CH2:9]1)C1C=CC=CC=1.[CH3:35][C:34]([O:33][C:31](O[C:31]([O:33][C:34]([CH3:37])([CH3:36])[CH3:35])=[O:32])=[O:32])([CH3:37])[CH3:36]. Product: [C:34]([O:33][C:31](=[O:32])[CH2:1][N:8]1[CH2:12][C@@H:11]([CH2:13][C:14]([F:15])([F:16])[F:17])[C@H:10]([C:18]([O:20][CH2:21][CH3:22])=[O:19])[CH2:9]1)([CH3:35])([CH3:36])[CH3:37]. The catalyst class is: 320. (3) Reactant: [C:1]([C:3]1[CH:8]=[CH:7][C:6]([NH:9][C:10]([NH2:12])=[S:11])=[CH:5][CH:4]=1)#[N:2].Cl[CH2:14][C:15]([CH2:17]Cl)=O.[NH2:19][C:20]1[C:25]([C:26]#[N:27])=[C:24]([C:28]2[CH:33]=[CH:32][C:31]([O:34][CH2:35][CH2:36][N:37]([CH3:39])[CH3:38])=[CH:30][CH:29]=2)[C:23]([C:40]#[N:41])=[C:22]([SH:42])[N:21]=1.C(=O)(O)[O-].[Na+]. Product: [NH2:19][C:20]1[C:25]([C:26]#[N:27])=[C:24]([C:28]2[CH:29]=[CH:30][C:31]([O:34][CH2:35][CH2:36][N:37]([CH3:39])[CH3:38])=[CH:32][CH:33]=2)[C:23]([C:40]#[N:41])=[C:22]([S:42][CH2:17][C:15]2[N:12]=[C:10]([NH:9][C:6]3[CH:5]=[CH:4][C:3]([C:1]#[N:2])=[CH:8][CH:7]=3)[S:11][CH:14]=2)[N:21]=1. The catalyst class is: 3. (4) Reactant: [OH-].[Na+:2].[ClH:3].[NH2:4][CH2:5][CH2:6][NH:7][S:8]([C:11]1[C:12]2[CH:13]=[CH:14][N:15]=[C:16]([OH:21])[C:17]=2[CH:18]=[CH:19][CH:20]=1)(=[O:10])=[O:9]. Product: [Cl-:3].[Na+:2].[NH2:4][CH2:5][CH2:6][NH:7][S:8]([C:11]1[C:12]2[CH:13]=[CH:14][N:15]=[C:16]([OH:21])[C:17]=2[CH:18]=[CH:19][CH:20]=1)(=[O:9])=[O:10]. The catalyst class is: 5. (5) Reactant: [C:1]([N:5]([CH2:14][C:15]([O:17]CC)=O)[CH2:6][CH2:7][CH2:8][C:9]([O:11][CH2:12][CH3:13])=[O:10])([CH3:4])([CH3:3])[CH3:2].CC(C)([O-])C.[K+]. Product: [C:1]([N:5]1[CH2:6][CH2:7][CH:8]([C:9]([O:11][CH2:12][CH3:13])=[O:10])[C:15](=[O:17])[CH2:14]1)([CH3:4])([CH3:3])[CH3:2]. The catalyst class is: 7. (6) Reactant: [Cl:1][C:2]1[CH:7]=[C:6]([N:8]=[C:9]=[S:10])[CH:5]=[C:4]([C:11]([F:14])([F:13])[F:12])[C:3]=1[C:15]1[CH:20]=[CH:19][C:18]([S:21]([N:24]2[CH2:29][CH2:28][N:27]([CH3:30])[CH2:26][CH2:25]2)(=[O:23])=[O:22])=[CH:17][CH:16]=1.[N:31]#[C:32][NH2:33].[Na].[CH3:35]I. Product: [Cl:1][C:2]1[CH:7]=[C:6]([NH:8][CH:9]([S:10][CH3:35])[NH:31][C:32]#[N:33])[CH:5]=[C:4]([C:11]([F:14])([F:13])[F:12])[C:3]=1[C:15]1[CH:16]=[CH:17][C:18]([S:21]([N:24]2[CH2:25][CH2:26][N:27]([CH3:30])[CH2:28][CH2:29]2)(=[O:22])=[O:23])=[CH:19][CH:20]=1. The catalyst class is: 5.